This data is from Full USPTO retrosynthesis dataset with 1.9M reactions from patents (1976-2016). The task is: Predict the reactants needed to synthesize the given product. (1) Given the product [CH2:21]([O:1][C:2]1[CH:14]=[CH:13][C:5]([NH:6][C:7]2[CH:12]=[CH:11][CH:10]=[CH:9][CH:8]=2)=[CH:4][CH:3]=1)[C:22]1[CH:27]=[CH:26][CH:25]=[CH:24][CH:23]=1, predict the reactants needed to synthesize it. The reactants are: [OH:1][C:2]1[CH:14]=[CH:13][C:5]([NH:6][C:7]2[CH:12]=[CH:11][CH:10]=[CH:9][CH:8]=2)=[CH:4][CH:3]=1.C([O-])([O-])=O.[Cs+].[Cs+].[CH2:21](Br)[C:22]1[CH:27]=[CH:26][CH:25]=[CH:24][CH:23]=1. (2) The reactants are: [C:1]([C:5]1[CH:6]=[C:7]([CH:25]=[C:26]([C:28]([CH3:31])([CH3:30])[CH3:29])[CH:27]=1)[CH2:8][C@H:9]1[CH2:14][C@@H:13]([C:15]2[O:19][NH:18][C:17](=[O:20])[CH:16]=2)[CH2:12][CH2:11][N:10]1C(OC)=O)([CH3:4])([CH3:3])[CH3:2].C(O)(=O)C. Given the product [C:28]([C:26]1[CH:25]=[C:7]([CH:6]=[C:5]([C:1]([CH3:4])([CH3:3])[CH3:2])[CH:27]=1)[CH2:8][C@H:9]1[CH2:14][C@@H:13]([C:15]2[O:19][NH:18][C:17](=[O:20])[CH:16]=2)[CH2:12][CH2:11][NH:10]1)([CH3:30])([CH3:31])[CH3:29], predict the reactants needed to synthesize it. (3) Given the product [C:30]1([O:29][C:27]([N:16]2[CH2:15][CH2:14][N:13]([CH:10]([CH2:11][CH3:12])[C:9]#[C:8][C:4]3[CH:5]=[CH:6][CH:7]=[C:2]([Cl:1])[CH:3]=3)[CH2:18][CH2:17]2)=[O:28])[CH:35]=[CH:34][CH:33]=[CH:32][CH:31]=1, predict the reactants needed to synthesize it. The reactants are: [Cl:1][C:2]1[CH:3]=[C:4]([C:8]#[C:9][CH:10]([N:13]2[CH2:18][CH2:17][NH:16][CH2:15][CH2:14]2)[CH2:11][CH3:12])[CH:5]=[CH:6][CH:7]=1.C(N(CC)CC)C.Cl[C:27]([O:29][C:30]1[CH:35]=[CH:34][CH:33]=[CH:32][CH:31]=1)=[O:28]. (4) The reactants are: [CH3:1][C:2]1[CH:11]=[CH:10][C:5]2[N:6]=[C:7](N)[S:8][C:4]=2[CH:3]=1.C([CH2:14][O:15][C:16]1[C:17]([F:26])=[C:18]([C:23]([NH2:25])=[O:24])[C:19]([F:22])=[CH:20][CH:21]=1)#N. Given the product [F:26][C:17]1[C:16]([O:15][CH2:14][C:7]2[S:8][C:4]3[CH:3]=[C:2]([CH3:1])[CH:11]=[CH:10][C:5]=3[N:6]=2)=[CH:21][CH:20]=[C:19]([F:22])[C:18]=1[C:23]([NH2:25])=[O:24], predict the reactants needed to synthesize it. (5) Given the product [OH:15][CH:12]1[CH2:13][CH2:14][N:10]([C:6]2[N:5]=[C:4]([OH:3])[CH:9]=[CH:8][N:7]=2)[CH2:11]1, predict the reactants needed to synthesize it. The reactants are: C([O:3][C:4]1[CH:9]=[CH:8][N:7]=[C:6]([N:10]2[CH2:14][CH2:13][CH:12]([OH:15])[CH2:11]2)[N:5]=1)C.Cl.